The task is: Predict the reaction yield, written as a fraction of the theoretical maximum amount of product (1.0 means a 100% yield; for example, 0.34 means a 34% yield).. This data is from Reaction yield outcomes from USPTO patents with 853,638 reactions. (1) The reactants are [Br:1][C:2]1[CH:3]=[C:4]([CH:8]([N:12]2[CH:16]=[C:15]([C:17]3[C:18]4[CH:25]=[CH:24][N:23](COCC[Si](C)(C)C)[C:19]=4[N:20]=[CH:21][N:22]=3)[CH:14]=[N:13]2)[CH2:9][C:10]#[N:11])[CH:5]=[N:6][CH:7]=1.C(Cl)Cl.C(O)(C(F)(F)F)=O.CO.C(N)CN. No catalyst specified. The product is [Br:1][C:2]1[CH:3]=[C:4]([CH:8]([N:12]2[CH:16]=[C:15]([C:17]3[C:18]4[CH:25]=[CH:24][NH:23][C:19]=4[N:20]=[CH:21][N:22]=3)[CH:14]=[N:13]2)[CH2:9][C:10]#[N:11])[CH:5]=[N:6][CH:7]=1. The yield is 0.714. (2) The reactants are [CH3:1][O:2][CH2:3][C@H:4]([CH3:37])[O:5][C:6]1[CH:7]=[C:8]([C:23]2[NH:27][C:26]([C:28]3[O:29][CH2:30][C@@H:31]([C:33](OC)=[O:34])[N:32]=3)=[CH:25][CH:24]=2)[CH:9]=[C:10]([O:12][C:13]2[CH:14]=[N:15][C:16]([S:19]([CH3:22])(=[O:21])=[O:20])=[CH:17][CH:18]=2)[CH:11]=1.[H-].[Al+3].[Li+].[H-].[H-].[H-].O.[OH-].[Na+]. The catalyst is O1CCCC1.C(OCC)(=O)C. The product is [CH3:1][O:2][CH2:3][C@H:4]([CH3:37])[O:5][C:6]1[CH:7]=[C:8]([C:23]2[NH:27][C:26]([C:28]3[O:29][CH2:30][C@@H:31]([CH2:33][OH:34])[N:32]=3)=[CH:25][CH:24]=2)[CH:9]=[C:10]([O:12][C:13]2[CH:14]=[N:15][C:16]([S:19]([CH3:22])(=[O:20])=[O:21])=[CH:17][CH:18]=2)[CH:11]=1. The yield is 0.690. (3) The reactants are F[C:2]1[CH:7]=[CH:6][C:5]([CH2:8][C:9]([OH:11])=[O:10])=[CH:4][C:3]=1[N+:12]([O-:14])=[O:13].[CH3:15][N:16]1[CH2:21][CH2:20][N:19]([C:22]2[CH:23]=[C:24]([CH:26]=[CH:27][CH:28]=2)[NH2:25])[CH2:18][CH2:17]1.C(N(CC)CC)C.C(OCC)C. The catalyst is CN1C(=O)CCC1. The product is [N+:12]([C:3]1[CH:4]=[C:5]([CH2:8][C:9]([OH:11])=[O:10])[CH:6]=[CH:7][C:2]=1[NH:25][C:24]1[CH:26]=[CH:27][CH:28]=[C:22]([N:19]2[CH2:18][CH2:17][N:16]([CH3:15])[CH2:21][CH2:20]2)[CH:23]=1)([O-:14])=[O:13]. The yield is 0.290. (4) The reactants are C(OC([N:8]1[CH2:38][CH2:37][C:11]2([O:15][C:14](=[O:16])[N:13]([CH2:17][C:18]3[CH:23]=[CH:22][C:21]([O:24][CH2:25][CH:26]([CH3:28])[CH3:27])=[CH:20][CH:19]=3)[CH:12]2[CH2:29][C:30]2[CH:35]=[CH:34][C:33]([F:36])=[CH:32][CH:31]=2)[CH2:10][CH2:9]1)=O)(C)(C)C.[NH:39]1[CH2:44][CH2:43][O:42][CH2:41][CH2:40]1.[Cl:45][CH2:46][CH2:47][CH2:48]I.C(=O)([O-])[O-].[K+].[K+].[I-].[Na+]. The catalyst is C(#N)C.CN(C=O)C. The product is [ClH:45].[ClH:45].[F:36][C:33]1[CH:32]=[CH:31][C:30]([CH2:29][CH:12]2[C:11]3([CH2:37][CH2:38][N:8]([CH2:46][CH2:47][CH2:48][N:39]4[CH2:44][CH2:43][O:42][CH2:41][CH2:40]4)[CH2:9][CH2:10]3)[O:15][C:14](=[O:16])[N:13]2[CH2:17][C:18]2[CH:23]=[CH:22][C:21]([O:24][CH2:25][CH:26]([CH3:27])[CH3:28])=[CH:20][CH:19]=2)=[CH:35][CH:34]=1. The yield is 0.400.